Dataset: Reaction yield outcomes from USPTO patents with 853,638 reactions. Task: Predict the reaction yield, written as a fraction of the theoretical maximum amount of product (1.0 means a 100% yield; for example, 0.34 means a 34% yield). (1) The reactants are [CH3:1][O:2][C:3]1[CH:4]=[C:5]([CH:11]=[CH:12][CH:13]=1)[O:6][CH2:7][C:8]([OH:10])=O.CCN(C(C)C)C(C)C.[NH2:23][CH2:24][CH:25]([OH:37])[CH2:26][N:27]1[CH2:36][CH2:35][C:34]2[C:29](=[CH:30][CH:31]=[CH:32][CH:33]=2)[CH2:28]1.C1N(P(Cl)(N2C(=O)OCC2)=O)C(=O)OC1. The catalyst is C(Cl)Cl. The product is [CH2:28]1[C:29]2[C:34](=[CH:33][CH:32]=[CH:31][CH:30]=2)[CH2:35][CH2:36][N:27]1[CH2:26][CH:25]([OH:37])[CH2:24][NH:23][C:8](=[O:10])[CH2:7][O:6][C:5]1[CH:11]=[CH:12][CH:13]=[C:3]([O:2][CH3:1])[CH:4]=1. The yield is 0.320. (2) The reactants are Cl.[C:2]([N:6]1[CH2:11][CH2:10][CH:9]([C:12]2[CH:17]=[CH:16][C:15]([C:18]([NH2:20])=[O:19])=[C:14]([NH:21][C:22]3[CH:27]=[CH:26][C:25]([C:28]([N:30]4[CH2:35][CH2:34][N:33]([C:36](=[O:42])[CH2:37][CH2:38][CH2:39][CH2:40][NH2:41])[CH2:32][CH2:31]4)=[O:29])=[CH:24][CH:23]=3)[N:13]=2)[CH2:8][CH2:7]1)(=[O:5])[CH:3]=[CH2:4].[F:43][B:44]1([F:69])[N:55]2[C:51]([C:52]([CH3:57])=[CH:53][C:54]=2[CH3:56])=[C:50]([C:58]2[CH:63]=[CH:62][C:61]([N:64]=[C:65]=[S:66])=[CH:60][CH:59]=2)[C:49]2[N:45]1[C:46]([CH3:68])=[CH:47][C:48]=2[CH3:67].CCN(C(C)C)C(C)C.CC#N.CO. No catalyst specified. The product is [C:2]([N:6]1[CH2:7][CH2:8][CH:9]([C:12]2[CH:17]=[CH:16][C:15]([C:18]([NH2:20])=[O:19])=[C:14]([NH:21][C:22]3[CH:27]=[CH:26][C:25]([C:28]([N:30]4[CH2:35][CH2:34][N:33]([C:36](=[O:42])[CH2:37][CH2:38][CH2:39][CH2:40][NH:41][C:65]([NH:64][C:61]5[CH:62]=[CH:63][C:58]([C:50]6[C:49]7[N:45]([C:46]([CH3:68])=[CH:47][C:48]=7[CH3:67])[B:44]([F:69])([F:43])[N:55]7[C:51]=6[C:52]([CH3:57])=[CH:53][C:54]=7[CH3:56])=[CH:59][CH:60]=5)=[S:66])[CH2:32][CH2:31]4)=[O:29])=[CH:24][CH:23]=3)[N:13]=2)[CH2:10][CH2:11]1)(=[O:5])[CH:3]=[CH2:4]. The yield is 0.420. (3) The reactants are Br[CH2:2][C:3]1[C:11]([F:12])=[C:10]([C:13]2[CH:18]=[CH:17][CH:16]=[C:15]([Cl:19])[CH:14]=2)[C:6]2[N:7]=[CH:8][S:9][C:5]=2[CH:4]=1.[CH3:20][O:21][C:22]1[CH:27]=[CH:26][C:25](B(O)O)=[CH:24][N:23]=1.COCCOC. The catalyst is C1C=CC([P]([Pd]([P](C2C=CC=CC=2)(C2C=CC=CC=2)C2C=CC=CC=2)([P](C2C=CC=CC=2)(C2C=CC=CC=2)C2C=CC=CC=2)[P](C2C=CC=CC=2)(C2C=CC=CC=2)C2C=CC=CC=2)(C2C=CC=CC=2)C2C=CC=CC=2)=CC=1.C(O)C.O. The product is [ClH:19].[Cl:19][C:15]1[CH:14]=[C:13]([C:10]2[C:6]3[N:7]=[CH:8][S:9][C:5]=3[CH:4]=[C:3]([CH2:2][C:25]3[CH:24]=[N:23][C:22]([O:21][CH3:20])=[CH:27][CH:26]=3)[C:11]=2[F:12])[CH:18]=[CH:17][CH:16]=1. The yield is 0.560. (4) The reactants are CC(C)([O-])C.[K+].[C:7]([CH2:9]P(=O)(OCC)OCC)#[N:8].O=[C:19]1[CH2:22][CH:21]([C:23]([O:25][CH3:26])=[O:24])[CH2:20]1. The catalyst is O1CCCC1. The product is [C:7]([CH:9]=[C:19]1[CH2:22][CH:21]([C:23]([O:25][CH3:26])=[O:24])[CH2:20]1)#[N:8]. The yield is 0.811. (5) The reactants are Cl[C:2]1[N:3]=[N:4][C:5]([Cl:9])=[CH:6][C:7]=1[NH2:8].[CH3:10][NH2:11].CCO. No catalyst specified. The product is [Cl:9][C:5]1[N:4]=[N:3][C:2]([NH:11][CH3:10])=[C:7]([NH2:8])[CH:6]=1. The yield is 0.570. (6) The reactants are [NH2:1][C:2]1[C:11]2[C:6](=[C:7](Br)[CH:8]=[CH:9][CH:10]=2)[N:5]=[N:4][C:3]=1[C:13]([NH:15][CH2:16][CH2:17][CH3:18])=[O:14].[CH3:19][N:20]([CH3:30])[C:21]1[CH:26]=[CH:25][C:24](B(O)O)=[CH:23][CH:22]=1. No catalyst specified. The product is [NH2:1][C:2]1[C:11]2[C:6](=[C:7]([C:24]3[CH:25]=[CH:26][C:21]([N:20]([CH3:30])[CH3:19])=[CH:22][CH:23]=3)[CH:8]=[CH:9][CH:10]=2)[N:5]=[N:4][C:3]=1[C:13]([NH:15][CH2:16][CH2:17][CH3:18])=[O:14]. The yield is 0.930.